Dataset: Full USPTO retrosynthesis dataset with 1.9M reactions from patents (1976-2016). Task: Predict the reactants needed to synthesize the given product. (1) Given the product [O:15]=[C:13]1[NH:12][C:8]2=[N:9][CH:10]=[CH:11][C:6]([O:5][C:4]3[CH:3]=[C:2]([NH:1][S:27]([C:23]4[CH:24]=[CH:25][CH:26]=[C:21]([C:20]([F:19])([F:31])[F:32])[CH:22]=4)(=[O:29])=[O:28])[CH:18]=[CH:17][CH:16]=3)=[C:7]2[NH:14]1, predict the reactants needed to synthesize it. The reactants are: [NH2:1][C:2]1[CH:3]=[C:4]([CH:16]=[CH:17][CH:18]=1)[O:5][C:6]1[CH:11]=[CH:10][N:9]=[C:8]2[NH:12][C:13](=[O:15])[NH:14][C:7]=12.[F:19][C:20]([F:32])([F:31])[C:21]1[CH:22]=[C:23]([S:27](Cl)(=[O:29])=[O:28])[CH:24]=[CH:25][CH:26]=1. (2) Given the product [OH:27][C@H:22]1[CH2:23][CH2:24][CH2:25][CH2:26][C@@H:21]1[NH:20][C:19]([C:9]1[C:7]2=[N:8][CH:3]=[CH:4][CH:5]=[C:6]2[N:11]([CH2:12][C:34]2[CH:35]=[CH:36][C:31]([CH3:30])=[CH:32][CH:33]=2)[CH:10]=1)=[O:28], predict the reactants needed to synthesize it. The reactants are: C([C:3]1[N:8]=[C:7]2[C:9]([C:19](=[O:28])[NH:20][C@H:21]3[CH2:26][CH2:25][CH2:24][CH2:23][C@@H:22]3[OH:27])=[CH:10][N:11]([C:12](OC(C)(C)C)=O)[C:6]2=[CH:5][CH:4]=1)#N.Cl[CH2:30][C:31]1[CH:36]=[CH:35][C:34](C)=[CH:33][CH:32]=1.C(=O)([O-])[O-].[Cs+].[Cs+]. (3) Given the product [CH2:20]([O:19][C:14]1[C:15]([O:17][CH3:18])=[CH:16][C:2]([NH:1][C:27]([O:29][C:30]([CH3:33])([CH3:32])[CH3:31])=[O:28])=[C:3]([CH:13]=1)[C:4]([N:6]1[CH2:10][CH2:9][CH2:8][CH:7]1[CH2:11][OH:12])=[O:5])[C:21]1[CH:26]=[CH:25][CH:24]=[CH:23][CH:22]=1, predict the reactants needed to synthesize it. The reactants are: [NH2:1][C:2]1[CH:16]=[C:15]([O:17][CH3:18])[C:14]([O:19][CH2:20][C:21]2[CH:26]=[CH:25][CH:24]=[CH:23][CH:22]=2)=[CH:13][C:3]=1[C:4]([N:6]1[CH2:10][CH2:9][CH2:8][CH:7]1[CH2:11][OH:12])=[O:5].[C:27](O[C:27]([O:29][C:30]([CH3:33])([CH3:32])[CH3:31])=[O:28])([O:29][C:30]([CH3:33])([CH3:32])[CH3:31])=[O:28].CCOC(C)=O.CCCCCC. (4) Given the product [ClH:6].[CH3:1][O:2][CH2:3][C:4](=[NH:5])[O:9][CH2:7][CH3:8], predict the reactants needed to synthesize it. The reactants are: [CH3:1][O:2][CH2:3][C:4]#[N:5].[ClH:6].[CH2:7]([OH:9])[CH3:8]. (5) Given the product [CH:30]1([CH2:29][O:24][C:21]2[CH:20]=[CH:19][C:18]([O:17][CH2:16][CH2:15][CH2:14][O:13][C:10]3[CH:9]=[CH:8][C:7]([CH2:6][C@H:5]([O:25][CH3:26])[C:4]([OH:3])=[O:27])=[CH:12][CH:11]=3)=[CH:23][CH:22]=2)[CH2:35][CH2:34][CH2:33][CH2:32][CH2:31]1, predict the reactants needed to synthesize it. The reactants are: C([O:3][C:4](=[O:27])[C@@H:5]([O:25][CH3:26])[CH2:6][C:7]1[CH:12]=[CH:11][C:10]([O:13][CH2:14][CH2:15][CH2:16][O:17][C:18]2[CH:23]=[CH:22][C:21]([OH:24])=[CH:20][CH:19]=2)=[CH:9][CH:8]=1)C.Br[CH2:29][CH:30]1[CH2:35][CH2:34][CH2:33][CH2:32][CH2:31]1. (6) Given the product [Br:1][C:2]1[N:3]=[C:4]([Cl:10])[C:5]2[N:6]([CH:11]=[N:9][N:8]=2)[CH:7]=1, predict the reactants needed to synthesize it. The reactants are: [Br:1][C:2]1[N:3]=[C:4]([Cl:10])[C:5]([NH:8][NH2:9])=[N:6][CH:7]=1.[CH:11](OCC)(OCC)OCC. (7) Given the product [Br:25][C:8]1[C:9]([N:11]2[CH2:16][CH2:15][CH2:14][C@@H:13]([NH:17][C:18](=[O:24])[O:19][C:20]([CH3:21])([CH3:22])[CH3:23])[CH2:12]2)=[C:10]2[C:2]([NH:1][C:31](=[O:32])[C@@H:30]([OH:29])[CH3:34])=[CH:3][NH:4][C:5]2=[N:6][CH:7]=1, predict the reactants needed to synthesize it. The reactants are: [NH2:1][C:2]1[C:10]2[C:5](=[N:6][CH:7]=[C:8]([Br:25])[C:9]=2[N:11]2[CH2:16][CH2:15][CH2:14][C@@H:13]([NH:17][C:18](=[O:24])[O:19][C:20]([CH3:23])([CH3:22])[CH3:21])[CH2:12]2)[NH:4][CH:3]=1.C([O:29][C@@H:30]([CH3:34])[C:31](O)=[O:32])(=O)C.C1N(P(Cl)(N2C(=O)OCC2)=O)C(=O)OC1.C(N(CC)CC)C.[Li+].[OH-].